From a dataset of Full USPTO retrosynthesis dataset with 1.9M reactions from patents (1976-2016). Predict the reactants needed to synthesize the given product. Given the product [CH:14]([N:12]1[CH:13]=[C:9]([C:4]2[C:5]([NH2:8])=[N:6][CH:7]=[C:2]([C:23]3[CH:22]=[C:21]4[C:26](=[CH:25][CH:24]=3)[N:18]([CH3:17])[CH:19]=[CH:20]4)[N:3]=2)[N:10]=[N:11]1)([CH3:16])[CH3:15], predict the reactants needed to synthesize it. The reactants are: Br[C:2]1[N:3]=[C:4]([C:9]2[N:10]=[N:11][N:12]([CH:14]([CH3:16])[CH3:15])[CH:13]=2)[C:5]([NH2:8])=[N:6][CH:7]=1.[CH3:17][N:18]1[C:26]2[C:21](=[CH:22][C:23](B(O)O)=[CH:24][CH:25]=2)[CH:20]=[CH:19]1.O.C([O-])([O-])=O.[Cs+].[Cs+].